This data is from Reaction yield outcomes from USPTO patents with 853,638 reactions. The task is: Predict the reaction yield, written as a fraction of the theoretical maximum amount of product (1.0 means a 100% yield; for example, 0.34 means a 34% yield). (1) The reactants are [Si]([O:8][CH2:9][C@:10]1([C:25]([O:27][C:28]([CH3:31])([CH3:30])[CH3:29])=[O:26])[CH:14]([CH3:15])[C:13](=[O:16])[N:12]([C@@H:17]([C:19]2[CH:24]=[CH:23][CH:22]=[CH:21][CH:20]=2)[CH3:18])[CH2:11]1)(C(C)(C)C)(C)C.[F-].C([N+](CCCC)(CCCC)CCCC)CCC. The catalyst is O1CCCC1. The product is [OH:8][CH2:9][C@:10]1([C:25]([O:27][C:28]([CH3:30])([CH3:29])[CH3:31])=[O:26])[CH:14]([CH3:15])[C:13](=[O:16])[N:12]([C@@H:17]([C:19]2[CH:24]=[CH:23][CH:22]=[CH:21][CH:20]=2)[CH3:18])[CH2:11]1. The yield is 0.670. (2) The reactants are [C:1]1([CH2:7][CH2:8][NH:9][CH2:10][CH2:11][CH2:12][CH2:13][CH2:14][CH2:15][CH3:16])[CH:6]=[CH:5][CH:4]=[CH:3][CH:2]=1.[CH3:17][O:18][C:19]([C:21]1[CH:38]=[CH:37][CH:36]=[CH:35][C:22]=1[O:23][CH2:24][C:25]1[CH:30]=[CH:29][C:28]([CH2:31][C:32]([OH:34])=O)=[CH:27][CH:26]=1)=[O:20].F[B-](F)(F)F.N1(OC(N(C)C)=[N+](C)C)C2C=CC=CC=2N=N1.C(N(C(C)C)C(C)C)C. The catalyst is CN(C=O)C.CCOC(C)=O. The product is [CH2:10]([N:9]([CH2:8][CH2:7][C:1]1[CH:2]=[CH:3][CH:4]=[CH:5][CH:6]=1)[C:32](=[O:34])[CH2:31][C:28]1[CH:27]=[CH:26][C:25]([CH2:24][O:23][C:22]2[CH:35]=[CH:36][CH:37]=[CH:38][C:21]=2[C:19]([O:18][CH3:17])=[O:20])=[CH:30][CH:29]=1)[CH2:11][CH2:12][CH2:13][CH2:14][CH2:15][CH3:16]. The yield is 0.914. (3) The reactants are [C:1]([O:5][C:6]([NH:8][CH:9]([C:29](=[O:33])[N:30]([CH3:32])[CH3:31])[CH2:10][C:11]1[CH:28]=[CH:27][C:14]([O:15][C:16]2[CH:21]=[CH:20][C:19]([CH2:22][CH2:23][C:24](O)=[O:25])=[CH:18][CH:17]=2)=[CH:13][CH:12]=1)=[O:7])([CH3:4])([CH3:3])[CH3:2].ON1C2C=CC=CC=2N=N1.Cl.CN(C)CCCN=C=NCC.C(N(CC)CC)C.Cl.[CH2:64]([O:71][NH2:72])[C:65]1[CH:70]=[CH:69][CH:68]=[CH:67][CH:66]=1. The catalyst is CN(C=O)C.CCCCCC.C(OCC)(=O)C. The product is [C:1]([O:5][C:6](=[O:7])[NH:8][CH:9]([C:29](=[O:33])[N:30]([CH3:32])[CH3:31])[CH2:10][C:11]1[CH:28]=[CH:27][C:14]([O:15][C:16]2[CH:21]=[CH:20][C:19]([CH2:22][CH2:23][C:24](=[O:25])[NH:72][O:71][CH2:64][C:65]3[CH:70]=[CH:69][CH:68]=[CH:67][CH:66]=3)=[CH:18][CH:17]=2)=[CH:13][CH:12]=1)([CH3:2])([CH3:3])[CH3:4]. The yield is 0.780.